This data is from Full USPTO retrosynthesis dataset with 1.9M reactions from patents (1976-2016). The task is: Predict the reactants needed to synthesize the given product. (1) Given the product [CH:50]1([C:53]2[N:57]([C:58]3[CH:67]=[CH:66][CH:65]=[C:64]4[C:59]=3[CH:60]=[CH:61][CH:62]=[N:63]4)[N:56]=[CH:55][C:54]=2[C:69]([NH:71][C:72]([NH2:74])=[NH:73])=[O:70])[CH2:51][CH2:52]1, predict the reactants needed to synthesize it. The reactants are: C1(C2N(C3C=CC=CC=3C(F)(F)F)N=CC=2C(NC(N)=N)=O)CC1.FC(F)(F)C1C=C(Cl)C=CC=1N1C(C2CC2)=C(C(NC(N)=N)=O)C=N1.[CH:50]1([C:53]2[N:57]([C:58]3[CH:67]=[CH:66][CH:65]=[C:64]4[C:59]=3[CH:60]=[CH:61][C:62](=O)[NH:63]4)[N:56]=[CH:55][C:54]=2[C:69]([NH:71][C:72]([NH2:74])=[NH:73])=[O:70])[CH2:52][CH2:51]1. (2) Given the product [C:8]([C:5]1[N:6]=[CH:7][C:2]([NH:1][C:17]2[CH:22]=[C:21]([O:23][CH2:24][CH:25]3[CH2:30][CH2:29][N:28]([C:31]([O:33][C:34]([CH3:35])([CH3:37])[CH3:36])=[O:32])[CH2:27][CH2:26]3)[C:20]([N+:38]([O-:40])=[O:39])=[CH:19][N:18]=2)=[N:3][CH:4]=1)#[N:9], predict the reactants needed to synthesize it. The reactants are: [NH2:1][C:2]1[CH:7]=[N:6][C:5]([C:8]#[N:9])=[CH:4][N:3]=1.CC(C)([O-])C.[Na+].Br[C:17]1[CH:22]=[C:21]([O:23][CH2:24][CH:25]2[CH2:30][CH2:29][N:28]([C:31]([O:33][C:34]([CH3:37])([CH3:36])[CH3:35])=[O:32])[CH2:27][CH2:26]2)[C:20]([N+:38]([O-:40])=[O:39])=[CH:19][N:18]=1. (3) Given the product [CH2:1]([O:4][C:5]1[CH:6]=[C:7]([CH2:15][CH2:16][NH:17][CH:20]=[CH:19][C:18]([O:22][CH3:23])=[O:21])[CH:8]=[CH:9][C:10]=1[O:11][CH2:12][CH2:13][CH3:14])[CH2:2][CH3:3], predict the reactants needed to synthesize it. The reactants are: [CH2:1]([O:4][C:5]1[CH:6]=[C:7]([CH2:15][CH2:16][NH2:17])[CH:8]=[CH:9][C:10]=1[O:11][CH2:12][CH2:13][CH3:14])[CH2:2][CH3:3].[C:18]([O:22][CH3:23])(=[O:21])[C:19]#[CH:20]. (4) Given the product [C:46]([C:43]1[CH:42]=[CH:41][C:40]([C:39]2[C:30]([C:27]3[CH:26]=[CH:25][C:24]([C:12]4[C:11]([C:8]5[CH:7]=[CH:6][C:5]([C:1]([CH3:4])([CH3:3])[CH3:2])=[CH:10][CH:9]=5)=[N:20][C:19]5[C:14](=[CH:15][CH:16]=[CH:17][C:18]=5[NH2:21])[N:13]=4)=[CH:29][CH:28]=3)=[N:31][C:32]3[C:37]([N:38]=2)=[C:36]([NH2:50])[CH:35]=[CH:34][CH:33]=3)=[CH:45][CH:44]=1)([CH3:49])([CH3:48])[CH3:47], predict the reactants needed to synthesize it. The reactants are: [C:1]([C:5]1[CH:10]=[CH:9][C:8]([C:11]2[C:12]([C:24]3[CH:29]=[CH:28][C:27]([C:30]4[C:39]([C:40]5[CH:45]=[CH:44][C:43]([C:46]([CH3:49])([CH3:48])[CH3:47])=[CH:42][CH:41]=5)=[N:38][C:37]5[C:32](=[CH:33][CH:34]=[CH:35][C:36]=5[N+:50]([O-])=O)[N:31]=4)=[CH:26][CH:25]=3)=[N:13][C:14]3[C:19]([N:20]=2)=[C:18]([N+:21]([O-])=O)[CH:17]=[CH:16][CH:15]=3)=[CH:7][CH:6]=1)([CH3:4])([CH3:3])[CH3:2].[H][H]. (5) Given the product [S:1]([O-:4])([O-:3])=[O:2].[Na+:5].[Na+:5].[C:7](=[O:9])=[O:8], predict the reactants needed to synthesize it. The reactants are: [S:1]([O-:4])([O-:3])=[O:2].[Na+:5].[Na+].[C:7](=O)([O-:9])[O-:8].[Na+].[Na+].S(=O)=O. (6) Given the product [Br:37][C:34]1[CH:35]=[CH:36][C:31]([CH2:3][CH2:2][CH2:1][N:4]2[C:12](=[O:13])[C:11]3[C:6](=[CH:7][CH:8]=[CH:9][CH:10]=3)[C:5]2=[O:14])=[N:32][CH:33]=1, predict the reactants needed to synthesize it. The reactants are: [CH2:1]([N:4]1[C:12](=[O:13])[C:11]2[C:6](=[CH:7][CH:8]=[CH:9][CH:10]=2)[C:5]1=[O:14])[CH:2]=[CH2:3].B1C2CCCC1CCC2.C([O-])([O-])=O.[K+].[K+].Br[C:31]1[CH:36]=[CH:35][C:34]([Br:37])=[CH:33][N:32]=1.